This data is from Forward reaction prediction with 1.9M reactions from USPTO patents (1976-2016). The task is: Predict the product of the given reaction. (1) Given the reactants [N:1]1([CH2:6][CH2:7][CH2:8][O:9][C:10]2[CH:44]=[CH:43][C:13]([CH2:14][CH2:15][C:16]3[CH:21]=[CH:20][C:19]([F:22])=[CH:18][C:17]=3[C:23]3[N:28]=[C:27]([N:29]4[C:33]([C:34]([F:37])([F:36])[F:35])=[C:32]([C:38]([O:40]CC)=[O:39])[CH:31]=[N:30]4)[CH:26]=[CH:25][CH:24]=3)=[C:12]([CH3:45])[CH:11]=2)[CH:5]=[CH:4][CH:3]=[N:2]1.[OH-].[Li+].C(O)(=O)CC(CC(O)=O)(C(O)=O)O, predict the reaction product. The product is: [N:1]1([CH2:6][CH2:7][CH2:8][O:9][C:10]2[CH:44]=[CH:43][C:13]([CH2:14][CH2:15][C:16]3[CH:21]=[CH:20][C:19]([F:22])=[CH:18][C:17]=3[C:23]3[N:28]=[C:27]([N:29]4[C:33]([C:34]([F:37])([F:35])[F:36])=[C:32]([C:38]([OH:40])=[O:39])[CH:31]=[N:30]4)[CH:26]=[CH:25][CH:24]=3)=[C:12]([CH3:45])[CH:11]=2)[CH:5]=[CH:4][CH:3]=[N:2]1. (2) The product is: [OH:5][C:4]1[C:6]2[CH:10]=[C:9]([C:11]3[CH:12]=[CH:13][C:14]([C:17]#[N:18])=[CH:15][CH:16]=3)[NH:8][C:7]=2[N:19]=[CH:20][N:21]=1. Given the reactants C(O[C:4]([C:6]1[CH:10]=[C:9]([C:11]2[CH:16]=[CH:15][C:14]([C:17]#[N:18])=[CH:13][CH:12]=2)[NH:8][C:7]=1[NH2:19])=[O:5])C.[CH3:20][N:21](C=O)C.C(N)=O, predict the reaction product. (3) Given the reactants [CH3:1][O:2][C:3]([C:5]1[CH:14]=[C:13]([OH:15])[C:12]2[C:7](=[CH:8][C:9]([Cl:17])=[CH:10][C:11]=2[Cl:16])[CH:6]=1)=[O:4].C(=O)([O-])[O-].[K+].[K+].Br[CH2:25][C:26]([O:28][C:29]([CH3:32])([CH3:31])[CH3:30])=[O:27], predict the reaction product. The product is: [CH3:1][O:2][C:3]([C:5]1[CH:14]=[C:13]([O:15][CH2:25][C:26]([O:28][C:29]([CH3:32])([CH3:31])[CH3:30])=[O:27])[C:12]2[C:7](=[CH:8][C:9]([Cl:17])=[CH:10][C:11]=2[Cl:16])[CH:6]=1)=[O:4].